From a dataset of Catalyst prediction with 721,799 reactions and 888 catalyst types from USPTO. Predict which catalyst facilitates the given reaction. (1) Product: [C:1]([O:5][C:6]([NH:8][C:9]1[CH:13]=[CH:12][S:11][C:10]=1[I:14])=[O:7])([CH3:4])([CH3:2])[CH3:3]. Reactant: [C:1]([O:5][C:6]([NH:8][C:9]1[CH:13]=[CH:12][S:11][CH:10]=1)=[O:7])([CH3:4])([CH3:3])[CH3:2].[I:14]N1C(=O)CCC1=O. The catalyst class is: 2. (2) Reactant: Cl[C:2]1([C:19]2[CH:24]=[CH:23][CH:22]=[C:21]([O:25][CH3:26])[CH:20]=2)[CH:7]2[CH2:8][CH2:9][CH:3]1[CH2:4][N:5]([CH2:10][C:11]1[CH:16]=[CH:15][C:14]([O:17][CH3:18])=[CH:13][CH:12]=1)[CH2:6]2.C(O)(C)(C)C.[Na].CO. Product: [CH3:18][O:17][C:14]1[CH:13]=[CH:12][C:11]([CH2:10][N:5]2[CH2:4][CH:3]3[CH:2]([C:19]4[CH:24]=[CH:23][CH:22]=[C:21]([O:25][CH3:26])[CH:20]=4)[CH:7]([CH2:8][CH2:9]3)[CH2:6]2)=[CH:16][CH:15]=1. The catalyst class is: 12. (3) Reactant: [CH2:1]([C:8]1[C:9](=[O:18])[NH:10][N:11]([CH:16]=[O:17])[C:12]=1[CH:13]([CH3:15])[CH3:14])[C:2]1[CH:7]=[CH:6][CH:5]=[CH:4][CH:3]=1.C(=O)([O-])[O-].[K+].[K+].[C:25]([O:31][C@@H:32]1[C@@H:37]([O:38][C:39](=[O:44])[C:40]([CH3:43])([CH3:42])[CH3:41])[C@H:36]([O:45][C:46](=[O:51])[C:47]([CH3:50])([CH3:49])[CH3:48])[C@@H:35]([CH2:52][O:53][C:54](=[O:59])[C:55]([CH3:58])([CH3:57])[CH3:56])[O:34][C@@H:33]1Br)(=[O:30])[C:26]([CH3:29])([CH3:28])[CH3:27]. The catalyst class is: 10. Product: [CH2:1]([C:8]1[C:9]([O:18][C@@H:33]2[O:34][C@H:35]([CH2:52][O:53][C:54](=[O:59])[C:55]([CH3:58])([CH3:57])[CH3:56])[C@@H:36]([O:45][C:46](=[O:51])[C:47]([CH3:48])([CH3:49])[CH3:50])[C@H:37]([O:38][C:39](=[O:44])[C:40]([CH3:41])([CH3:42])[CH3:43])[C@H:32]2[O:31][C:25](=[O:30])[C:26]([CH3:29])([CH3:27])[CH3:28])=[N:10][N:11]([CH:16]=[O:17])[C:12]=1[CH:13]([CH3:15])[CH3:14])[C:2]1[CH:7]=[CH:6][CH:5]=[CH:4][CH:3]=1. (4) Reactant: CC1(C)C(C)(C)OB([C:9]2[C:18]3[O:17][CH2:16][CH2:15][N:14]([C:19]([O:21][C:22]([CH3:25])([CH3:24])[CH3:23])=[O:20])[CH2:13][C:12]=3[S:11][CH:10]=2)O1.Br[C:28]([C:30]([F:33])([F:32])[F:31])=[CH2:29].C(=O)([O-])[O-].[Na+].[Na+].C(COC)OC. Product: [F:31][C:30]([F:33])([F:32])[C:28]([C:9]1[C:18]2[O:17][CH2:16][CH2:15][N:14]([C:19]([O:21][C:22]([CH3:23])([CH3:24])[CH3:25])=[O:20])[CH2:13][C:12]=2[S:11][CH:10]=1)=[CH2:29]. The catalyst class is: 103.